Dataset: Reaction yield outcomes from USPTO patents with 853,638 reactions. Task: Predict the reaction yield, written as a fraction of the theoretical maximum amount of product (1.0 means a 100% yield; for example, 0.34 means a 34% yield). (1) The yield is 0.930. The reactants are [C:1]1([C:7]2[CH:12]=[CH:11][N:10]=[CH:9][CH:8]=2)[CH:6]=[CH:5][CH:4]=[CH:3][CH:2]=1.[CH2:13]1[CH2:19][S:16](=[O:18])(=[O:17])[O:15][CH2:14]1.[BH4-].[Na+].O. The catalyst is CC(C)=O.CO. The product is [C:1]1([C:7]2[CH2:12][CH2:11][N:10]([CH2:14][CH2:13][CH2:19][S:16]([OH:18])(=[O:17])=[O:15])[CH2:9][CH:8]=2)[CH:2]=[CH:3][CH:4]=[CH:5][CH:6]=1. (2) The reactants are [Cl:1][C:2]1[CH:3]=[C:4]([CH2:10][C:11]([OH:13])=[O:12])[CH:5]=[CH:6][C:7]=1[S:8][CH3:9].[CH3:14][Si]([N-][Si](C)(C)C)(C)C.[Li+].CI.C(OCC)(=O)C.CCCCCC. The catalyst is C1COCC1. The product is [Cl:1][C:2]1[CH:3]=[C:4]([CH:10]([CH3:14])[C:11]([OH:13])=[O:12])[CH:5]=[CH:6][C:7]=1[S:8][CH3:9]. The yield is 0.530.